This data is from Catalyst prediction with 721,799 reactions and 888 catalyst types from USPTO. The task is: Predict which catalyst facilitates the given reaction. (1) Reactant: [Cl:1][C:2]1[CH:3]=[C:4]([N:10]2[C:14]([CH3:15])=[C:13]([O:16][C:17]3[CH:25]=[CH:24][C:20]([C:21](O)=[O:22])=[CH:19][CH:18]=3)[C:12]([CH3:26])=[N:11]2)[CH:5]=[CH:6][C:7]=1[C:8]#[N:9].F[P-](F)(F)(F)(F)F.N1(OC(N(C)C)=[N+](C)C)C2N=CC=CC=2N=N1.[NH2:51][C:52]1[CH:57]=[CH:56][C:55]([CH3:58])=[CH:54][CH:53]=1.Cl.CN(C)CCCN=C=NCC.Cl. Product: [Cl:1][C:2]1[CH:3]=[C:4]([N:10]2[C:14]([CH3:15])=[C:13]([O:16][C:17]3[CH:18]=[CH:19][C:20]([C:21]([NH:51][C:52]4[CH:57]=[CH:56][C:55]([CH3:58])=[CH:54][CH:53]=4)=[O:22])=[CH:24][CH:25]=3)[C:12]([CH3:26])=[N:11]2)[CH:5]=[CH:6][C:7]=1[C:8]#[N:9]. The catalyst class is: 3. (2) Reactant: [C:1]1([C:11]2[CH:16]=[CH:15][CH:14]=[CH:13][CH:12]=2)[CH:6]=[CH:5][C:4]([CH2:7][C:8](O)=[O:9])=[CH:3][CH:2]=1.Cl.[CH3:18][NH:19][O:20][CH3:21].C(N(CC)CC)C.Cl.C(N=C=NCCCN(C)C)C. Product: [CH3:18][N:19]([O:20][CH3:21])[C:8](=[O:9])[CH2:7][C:4]1[CH:5]=[CH:6][C:1]([C:11]2[CH:16]=[CH:15][CH:14]=[CH:13][CH:12]=2)=[CH:2][CH:3]=1. The catalyst class is: 145. (3) Reactant: [F:1][C:2]1[CH:7]=[CH:6][C:5]([C:8]2[C:16]3[C:11](=[CH:12][CH:13]=[C:14](/[CH:17]=[CH:18]/[C:19]([O:21]CC)=[O:20])[CH:15]=3)[NH:10][N:9]=2)=[CH:4][CH:3]=1.Cl. Product: [F:1][C:2]1[CH:3]=[CH:4][C:5]([C:8]2[C:16]3[C:11](=[CH:12][CH:13]=[C:14](/[CH:17]=[CH:18]/[C:19]([OH:21])=[O:20])[CH:15]=3)[NH:10][N:9]=2)=[CH:6][CH:7]=1. The catalyst class is: 30.